This data is from Forward reaction prediction with 1.9M reactions from USPTO patents (1976-2016). The task is: Predict the product of the given reaction. (1) Given the reactants [Br:1][C:2]1[CH:3]=[C:4]2[C:9](=[CH:10][CH:11]=1)[CH:8]=[C:7]([OH:12])[CH:6]=[CH:5]2.[C:13]([O-])([O-])=O.[Cs+].[Cs+], predict the reaction product. The product is: [Br:1][C:2]1[CH:11]=[CH:10][C:9]2[C:4](=[CH:5][CH:6]=[C:7]([O:12][CH3:13])[CH:8]=2)[CH:3]=1. (2) Given the reactants [NH2:1][C:2]1[C:16]([O:17][CH3:18])=[CH:15][C:5]2[CH2:6][CH2:7][N:8]([CH2:11][CH:12]([OH:14])[CH3:13])[CH2:9][CH2:10][C:4]=2[CH:3]=1.C([Si](C)(C)[O:24][CH:25]1[CH2:29][CH2:28][N:27]([S:30]([C:33]2[CH:38]=[CH:37][CH:36]=[CH:35][C:34]=2[NH:39][C:40]2[C:45]([Cl:46])=[CH:44][N:43]=[C:42](Cl)[N:41]=2)(=[O:32])=[O:31])[CH2:26]1)(C)(C)C, predict the reaction product. The product is: [Cl:46][C:45]1[C:40]([NH:39][C:34]2[CH:35]=[CH:36][CH:37]=[CH:38][C:33]=2[S:30]([N:27]2[CH2:28][CH2:29][CH:25]([OH:24])[CH2:26]2)(=[O:31])=[O:32])=[N:41][C:42]([NH:1][C:2]2[C:16]([O:17][CH3:18])=[CH:15][C:5]3[CH2:6][CH2:7][N:8]([CH2:11][CH:12]([OH:14])[CH3:13])[CH2:9][CH2:10][C:4]=3[CH:3]=2)=[N:43][CH:44]=1.